Predict the reaction yield, written as a fraction of the theoretical maximum amount of product (1.0 means a 100% yield; for example, 0.34 means a 34% yield). From a dataset of Reaction yield outcomes from USPTO patents with 853,638 reactions. (1) The reactants are P(Cl)(Cl)(Cl)=O.[CH3:6][C:7]1[C:11]2[C:12](=[O:24])[N:13]([CH2:16][CH2:17][N:18]3[CH2:23][CH2:22][CH2:21][CH2:20][CH2:19]3)[CH2:14][CH2:15][C:10]=2[NH:9][CH:8]=1.O.[OH-].[Na+].CN(C)[CH:30]=[O:31]. No catalyst specified. The product is [CH3:6][C:7]1[C:11]2[C:12](=[O:24])[N:13]([CH2:16][CH2:17][N:18]3[CH2:23][CH2:22][CH2:21][CH2:20][CH2:19]3)[CH2:14][CH2:15][C:10]=2[NH:9][C:8]=1[CH:30]=[O:31]. The yield is 0.317. (2) The reactants are [C:1]([O:5][C:6](=[O:25])[NH:7][C:8]1[C:12]([C:13]2[N:14]([CH2:23][CH3:24])[C:15]3[C:20](Br)=[CH:19][N:18]=[CH:17][C:16]=3[N:22]=2)=[N:11][O:10][N:9]=1)([CH3:4])([CH3:3])[CH3:2].[Li]CCCC.B(OC)(OC)[O:32]C.OO. The catalyst is C1COCC1.[OH-].[Na+].CCOC(C)=O. The product is [C:1]([O:5][C:6](=[O:25])[NH:7][C:8]1[C:12]([C:13]2[N:14]([CH2:23][CH3:24])[C:15]3[C:20]([OH:32])=[CH:19][N:18]=[CH:17][C:16]=3[N:22]=2)=[N:11][O:10][N:9]=1)([CH3:4])([CH3:3])[CH3:2]. The yield is 0.830. (3) The reactants are C(O)(C)C.FC(F)(F)C([NH:9][CH:10]([C:15]1[CH:24]=[CH:23][C:22]2[C:17](=[CH:18][CH:19]=[CH:20][CH:21]=2)[CH:16]=1)[C:11]([CH3:14])([OH:13])[CH3:12])=O.[OH-].[K+]. The catalyst is C(O)C. The product is [NH2:9][CH:10]([C:15]1[CH:24]=[CH:23][C:22]2[C:17](=[CH:18][CH:19]=[CH:20][CH:21]=2)[CH:16]=1)[C:11]([CH3:14])([OH:13])[CH3:12]. The yield is 0.970.